This data is from Forward reaction prediction with 1.9M reactions from USPTO patents (1976-2016). The task is: Predict the product of the given reaction. (1) Given the reactants [CH2:1]([O:8][N:9]1[C:15](=[O:16])[N:14]2[CH2:17][C@H:10]1[CH2:11][CH2:12][C@H:13]2[C:18]([OH:20])=O)[C:2]1[CH:7]=[CH:6][CH:5]=[CH:4][CH:3]=1.[NH2:21][O:22][CH2:23][CH:24]1[CH2:29][CH2:28][CH2:27][N:26]([C:30]([O:32][C:33]([CH3:36])([CH3:35])[CH3:34])=[O:31])[CH2:25]1.ON1C2C=CC=CC=2N=N1.Cl.C(N=C=NCCCN(C)C)C, predict the reaction product. The product is: [CH2:1]([O:8][N:9]1[C:15](=[O:16])[N:14]2[CH2:17][C@H:10]1[CH2:11][CH2:12][C@H:13]2[C:18]([NH:21][O:22][CH2:23][CH:24]1[CH2:29][CH2:28][CH2:27][N:26]([C:30]([O:32][C:33]([CH3:36])([CH3:35])[CH3:34])=[O:31])[CH2:25]1)=[O:20])[C:2]1[CH:3]=[CH:4][CH:5]=[CH:6][CH:7]=1. (2) Given the reactants CN(C)C=[CH:4][C:5]1[C:12]([N+:13]([O-:15])=[O:14])=[CH:11][C:8]([C:9]#[N:10])=[C:7]([O:16][CH2:17][CH3:18])[N:6]=1.O.I([O-])(=O)(=O)=[O:22].[Na+], predict the reaction product. The product is: [CH2:17]([O:16][C:7]1[N:6]=[C:5]([CH:4]=[O:22])[C:12]([N+:13]([O-:15])=[O:14])=[CH:11][C:8]=1[C:9]#[N:10])[CH3:18].